This data is from Catalyst prediction with 721,799 reactions and 888 catalyst types from USPTO. The task is: Predict which catalyst facilitates the given reaction. (1) Reactant: F[C:2]1[C:7]([CH3:8])=[CH:6][CH:5]=[CH:4][C:3]=1[N+:9]([O-:11])=[O:10].[Br:12][C:13]1[CH:19]=[CH:18][C:16]([NH2:17])=[CH:15][CH:14]=1.C([O-])(C)(C)C.[K+]. Product: [Br:12][C:13]1[CH:19]=[CH:18][C:16]([NH:17][C:2]2[C:3]([N+:9]([O-:11])=[O:10])=[CH:4][CH:5]=[CH:6][C:7]=2[CH3:8])=[CH:15][CH:14]=1. The catalyst class is: 16. (2) Reactant: Cl.[NH2:2][C@H:3]1[CH2:9][CH2:8][CH2:7][CH2:6][NH:5][C:4]1=[O:10].C(=O)([O-])[O-].[C:15](/[CH:17]=[CH:18]/[S:19]([C:22]1[CH:27]=[CH:26][C:25]([C:28]([CH3:33])([CH3:32])[C:29](O)=[O:30])=[CH:24][CH:23]=1)(=[O:21])=[O:20])#[N:16].ON1C2C=CC=CC=2N=N1.Cl.CN(C)CCCN=C=NCC. Product: [C:15](/[CH:17]=[CH:18]/[S:19]([C:22]1[CH:23]=[CH:24][C:25]([C:28]([CH3:33])([CH3:32])[C:29]([NH:2][C@H:3]2[CH2:9][CH2:8][CH2:7][CH2:6][NH:5][C:4]2=[O:10])=[O:30])=[CH:26][CH:27]=1)(=[O:20])=[O:21])#[N:16]. The catalyst class is: 2. (3) Reactant: [NH:1]1[C:9]2[C:4](=[CH:5][CH:6]=[CH:7][CH:8]=2)[CH:3]=[CH:2]1.[C:10]1(=[O:16])[NH:14][C:13](=[O:15])[CH:12]=[CH:11]1.O. Product: [NH:1]1[C:9]2[C:4](=[CH:5][CH:6]=[CH:7][CH:8]=2)[C:3]([CH:12]2[CH2:11][C:10](=[O:16])[NH:14][C:13]2=[O:15])=[CH:2]1. The catalyst class is: 15. (4) Reactant: [F:1][C:2]1[CH:3]=[N:4][C:5]([NH:8][C:9]2[S:10][C:11]3[CH2:17][CH2:16][N:15]([CH2:18][C:19]4[CH:24]=[CH:23][C:22]([N:25]5[CH2:30][CH2:29][O:28][CH2:27][CH2:26]5)=[CH:21][N:20]=4)[C:14]4=[N:31][NH:32][CH:33]=[C:13]4[C:12]=3[N:34]=2)=[N:6][CH:7]=1.[ClH:35]. Product: [ClH:35].[ClH:35].[ClH:35].[F:1][C:2]1[CH:3]=[N:4][C:5]([NH:8][C:9]2[S:10][C:11]3[CH2:17][CH2:16][N:15]([CH2:18][C:19]4[CH:24]=[CH:23][C:22]([N:25]5[CH2:30][CH2:29][O:28][CH2:27][CH2:26]5)=[CH:21][N:20]=4)[C:14]4=[N:31][NH:32][CH:33]=[C:13]4[C:12]=3[N:34]=2)=[N:6][CH:7]=1. The catalyst class is: 12. (5) Reactant: [NH:1]([S:8]([CH2:11][CH2:12][CH2:13][CH2:14][CH2:15][C:16]([O:18][CH2:19][CH3:20])=[O:17])(=[O:10])=[O:9])[C:2]1[CH:7]=[CH:6][CH:5]=[CH:4][CH:3]=1.[H-].[Na+].[CH2:23](Br)[C:24]1[CH:29]=[CH:28][CH:27]=[CH:26][CH:25]=1.O. Product: [CH2:23]([N:1]([S:8]([CH2:11][CH2:12][CH2:13][CH2:14][CH2:15][C:16]([O:18][CH2:19][CH3:20])=[O:17])(=[O:10])=[O:9])[C:2]1[CH:3]=[CH:4][CH:5]=[CH:6][CH:7]=1)[C:24]1[CH:29]=[CH:28][CH:27]=[CH:26][CH:25]=1. The catalyst class is: 57. (6) Reactant: Br[C:2]1[CH:7]=[CH:6][C:5]([C:8]([F:11])([F:10])[F:9])=[CH:4][CH:3]=1.[NH:12]1[CH2:17][CH2:16][NH:15][CH2:14][CH2:13]1.C(O[Na])(C)(C)C. Product: [F:9][C:8]([F:11])([F:10])[C:5]1[CH:6]=[CH:7][C:2]([N:12]2[CH2:17][CH2:16][NH:15][CH2:14][CH2:13]2)=[CH:3][CH:4]=1. The catalyst class is: 733.